From a dataset of Catalyst prediction with 721,799 reactions and 888 catalyst types from USPTO. Predict which catalyst facilitates the given reaction. (1) Reactant: [C:1](Cl)(=[O:8])[C:2]1[CH:7]=[CH:6][CH:5]=[CH:4][CH:3]=1.[CH3:10][CH:11]1[C:19]2[C:14](=[CH:15][C:16]([N+:20]([O-])=O)=[CH:17][CH:18]=2)[C:13](=[O:23])[CH2:12]1.C(N(CC)CC)C.C(OCC)(=O)C. Product: [CH3:10][CH:11]1[C:19]2[C:14](=[CH:15][C:16]([NH:20][C:1](=[O:8])[C:2]3[CH:7]=[CH:6][CH:5]=[CH:4][CH:3]=3)=[CH:17][CH:18]=2)[C:13](=[O:23])[CH2:12]1. The catalyst class is: 4. (2) Reactant: C(O)(C(F)(F)F)=O.CC(C)(OC([N:14](C(OC(C)(C)C)=O)[C:15]1[C:20]([C:21]2[CH:22]=[N:23][N:24]([CH3:26])[CH:25]=2)=[C:19]([O:27][C:28]2[C:33]([F:34])=[CH:32][C:31]([NH:35][C:36]([C:38]3[C:39](=[O:54])[N:40]([C:47]4[CH:52]=[CH:51][C:50]([F:53])=[CH:49][CH:48]=4)[CH:41]=[CH:42][C:43]=3[O:44][CH2:45][CH3:46])=[O:37])=[C:30]([F:55])[CH:29]=2)[CH:18]=[CH:17][N:16]=1)=O)C. Product: [NH2:14][C:15]1[C:20]([C:21]2[CH:22]=[N:23][N:24]([CH3:26])[CH:25]=2)=[C:19]([O:27][C:28]2[C:33]([F:34])=[CH:32][C:31]([NH:35][C:36]([C:38]3[C:39](=[O:54])[N:40]([C:47]4[CH:48]=[CH:49][C:50]([F:53])=[CH:51][CH:52]=4)[CH:41]=[CH:42][C:43]=3[O:44][CH2:45][CH3:46])=[O:37])=[C:30]([F:55])[CH:29]=2)[CH:18]=[CH:17][N:16]=1. The catalyst class is: 2. (3) Reactant: [N+:1]([C:4]1[CH:11]=[CH:10][C:7]([CH2:8]Br)=[CH:6][CH:5]=1)([O-:3])=[O:2].[CH3:12][S:13]([O-:15])=[O:14].[Na+]. Product: [CH3:12][S:13]([CH2:8][C:7]1[CH:10]=[CH:11][C:4]([N+:1]([O-:3])=[O:2])=[CH:5][CH:6]=1)(=[O:15])=[O:14]. The catalyst class is: 35. (4) Reactant: [Cl:1][C:2]1[CH:7]=[CH:6][C:5]([CH2:8][NH:9][C:10]([NH:12][N+:13]([O-:15])=[O:14])=[NH:11])=[CH:4][N:3]=1.[CH2:16]([NH2:18])C.[CH2:19]=O.[CH2:21](O)[CH3:22]. The catalyst class is: 6. Product: [Cl:1][C:2]1[CH:7]=[CH:6][C:5]([CH2:8][N:9]2[CH2:16][N:18]([CH2:21][CH3:22])[CH2:19][NH:11][C:10]2=[N:12][N+:13]([O-:15])=[O:14])=[CH:4][N:3]=1.